From a dataset of Full USPTO retrosynthesis dataset with 1.9M reactions from patents (1976-2016). Predict the reactants needed to synthesize the given product. (1) Given the product [CH2:1]([C:5]1[O:6][C:7]2[CH:34]=[CH:33][CH:32]=[CH:31][C:8]=2[C:9]=1[C:10]([C:12]1[CH:17]=[C:16]([C:18]2[CH:23]=[CH:22][CH:21]=[CH:20][CH:19]=2)[C:15]([O:24][S:36]([C:39]2[CH:47]=[CH:46][C:42]([C:43]([OH:45])=[O:44])=[C:41]([OH:48])[CH:40]=2)(=[O:38])=[O:37])=[C:14]([C:25]2[CH:30]=[CH:29][CH:28]=[CH:27][CH:26]=2)[CH:13]=1)=[O:11])[CH2:2][CH2:3][CH3:4], predict the reactants needed to synthesize it. The reactants are: [CH2:1]([C:5]1[O:6][C:7]2[CH:34]=[CH:33][CH:32]=[CH:31][C:8]=2[C:9]=1[C:10]([C:12]1[CH:13]=[C:14]([C:25]2[CH:30]=[CH:29][CH:28]=[CH:27][CH:26]=2)[C:15]([OH:24])=[C:16]([C:18]2[CH:23]=[CH:22][CH:21]=[CH:20][CH:19]=2)[CH:17]=1)=[O:11])[CH2:2][CH2:3][CH3:4].Cl[S:36]([C:39]1[CH:47]=[CH:46][C:42]([C:43]([OH:45])=[O:44])=[C:41]([OH:48])[CH:40]=1)(=[O:38])=[O:37]. (2) Given the product [OH:9][C:6]1[CH:7]=[CH:8][C:3]([CH2:2][NH:1][C:22](=[O:23])[O:21][C:18]([CH3:20])([CH3:19])[CH3:17])=[CH:4][CH:5]=1, predict the reactants needed to synthesize it. The reactants are: [NH2:1][CH2:2][C:3]1[CH:8]=[CH:7][C:6]([OH:9])=[CH:5][CH:4]=1.CCN(CC)CC.[CH3:17][C:18]([O:21][C:22](O[C:22]([O:21][C:18]([CH3:20])([CH3:19])[CH3:17])=[O:23])=[O:23])([CH3:20])[CH3:19].